Regression. Given two drug SMILES strings and cell line genomic features, predict the synergy score measuring deviation from expected non-interaction effect. From a dataset of NCI-60 drug combinations with 297,098 pairs across 59 cell lines. (1) Drug 1: CCC(=C(C1=CC=CC=C1)C2=CC=C(C=C2)OCCN(C)C)C3=CC=CC=C3.C(C(=O)O)C(CC(=O)O)(C(=O)O)O. Drug 2: CS(=O)(=O)CCNCC1=CC=C(O1)C2=CC3=C(C=C2)N=CN=C3NC4=CC(=C(C=C4)OCC5=CC(=CC=C5)F)Cl. Cell line: K-562. Synergy scores: CSS=25.0, Synergy_ZIP=13.1, Synergy_Bliss=21.1, Synergy_Loewe=4.34, Synergy_HSA=5.39. (2) Drug 1: C1=NC(=NC(=O)N1C2C(C(C(O2)CO)O)O)N. Drug 2: CNC(=O)C1=NC=CC(=C1)OC2=CC=C(C=C2)NC(=O)NC3=CC(=C(C=C3)Cl)C(F)(F)F. Cell line: HCT-15. Synergy scores: CSS=3.12, Synergy_ZIP=-2.27, Synergy_Bliss=-1.70, Synergy_Loewe=-27.1, Synergy_HSA=-4.92. (3) Drug 1: C#CCC(CC1=CN=C2C(=N1)C(=NC(=N2)N)N)C3=CC=C(C=C3)C(=O)NC(CCC(=O)O)C(=O)O. Drug 2: C1CN(CCN1C(=O)CCBr)C(=O)CCBr. Cell line: SF-539. Synergy scores: CSS=48.3, Synergy_ZIP=-8.58, Synergy_Bliss=-7.82, Synergy_Loewe=-28.7, Synergy_HSA=-3.58. (4) Drug 1: C(CCl)NC(=O)N(CCCl)N=O. Drug 2: C(CN)CNCCSP(=O)(O)O. Cell line: HS 578T. Synergy scores: CSS=4.34, Synergy_ZIP=2.58, Synergy_Bliss=9.38, Synergy_Loewe=-2.72, Synergy_HSA=1.68. (5) Drug 1: CC1=C2C(C(=O)C3(C(CC4C(C3C(C(C2(C)C)(CC1OC(=O)C(C(C5=CC=CC=C5)NC(=O)OC(C)(C)C)O)O)OC(=O)C6=CC=CC=C6)(CO4)OC(=O)C)OC)C)OC. Drug 2: C1CN(CCN1C(=O)CCBr)C(=O)CCBr. Cell line: HL-60(TB). Synergy scores: CSS=75.1, Synergy_ZIP=1.52, Synergy_Bliss=0.800, Synergy_Loewe=-4.66, Synergy_HSA=1.59. (6) Drug 1: C1CC(=O)NC(=O)C1N2CC3=C(C2=O)C=CC=C3N. Drug 2: CC1CCCC2(C(O2)CC(NC(=O)CC(C(C(=O)C(C1O)C)(C)C)O)C(=CC3=CSC(=N3)C)C)C. Cell line: DU-145. Synergy scores: CSS=0.534, Synergy_ZIP=-1.20, Synergy_Bliss=-0.687, Synergy_Loewe=-2.34, Synergy_HSA=-2.33. (7) Drug 1: CC1=C(C=C(C=C1)NC(=O)C2=CC=C(C=C2)CN3CCN(CC3)C)NC4=NC=CC(=N4)C5=CN=CC=C5. Drug 2: C1=NNC2=C1C(=O)NC=N2. Cell line: SR. Synergy scores: CSS=-5.85, Synergy_ZIP=6.04, Synergy_Bliss=6.28, Synergy_Loewe=-2.18, Synergy_HSA=-2.96.